This data is from Full USPTO retrosynthesis dataset with 1.9M reactions from patents (1976-2016). The task is: Predict the reactants needed to synthesize the given product. Given the product [Br:14][C:10]1[CH:11]=[C:12]([Cl:13])[N:7]2[N:6]=[C:5]([C:3]([OH:4])=[O:2])[CH:15]=[C:8]2[CH:9]=1, predict the reactants needed to synthesize it. The reactants are: C[O:2][C:3]([C:5]1[C:15](C(OC)=O)=[C:8]2[CH:9]=[C:10]([Br:14])[CH:11]=[C:12]([Cl:13])[N:7]2[N:6]=1)=[O:4].S(=O)(=O)(O)O.[OH-].[Na+].